From a dataset of Forward reaction prediction with 1.9M reactions from USPTO patents (1976-2016). Predict the product of the given reaction. The product is: [Cl:21][C:22]1[CH:27]=[CH:26][CH:25]=[C:24]([Cl:28])[C:23]=1[NH:29][C:30]([NH:1][C:2]1[S:3][C:4]([CH2:14][C:15]2[CH:16]=[CH:17][CH:18]=[CH:19][CH:20]=2)=[CH:5][C:6]=1[C:7]([O:9][C:10]([CH3:12])([CH3:13])[CH3:11])=[O:8])=[O:31]. Given the reactants [NH2:1][C:2]1[S:3][C:4]([CH2:14][C:15]2[CH:20]=[CH:19][CH:18]=[CH:17][CH:16]=2)=[CH:5][C:6]=1[C:7]([O:9][C:10]([CH3:13])([CH3:12])[CH3:11])=[O:8].[Cl:21][C:22]1[CH:27]=[CH:26][CH:25]=[C:24]([Cl:28])[C:23]=1[N:29]=[C:30]=[O:31].C(N(CC)CC)C, predict the reaction product.